From a dataset of Catalyst prediction with 721,799 reactions and 888 catalyst types from USPTO. Predict which catalyst facilitates the given reaction. (1) Reactant: I[C:2]1[CH:7]=[CH:6][C:5]([I:8])=[CH:4][CH:3]=1.[Li]CCCC.[O:14]1[C:18]2([CH2:23][CH2:22][C:21](=[O:24])[CH2:20][CH2:19]2)[O:17][CH2:16][CH2:15]1.C[Si](Cl)(C)C. Product: [I:8][C:5]1[CH:6]=[CH:7][C:2]([C:21]2([OH:24])[CH2:22][CH2:23][C:18]3([O:17][CH2:16][CH2:15][O:14]3)[CH2:19][CH2:20]2)=[CH:3][CH:4]=1. The catalyst class is: 1. (2) Reactant: [CH3:1][O:2][CH2:3][CH2:4][O:5][CH:6]1[CH2:15][CH2:14][C:9]2(OCC[O:10]2)[CH2:8][CH2:7]1.C(=O)([O-])[O-].[Na+].[Na+]. Product: [CH3:1][O:2][CH2:3][CH2:4][O:5][CH:6]1[CH2:15][CH2:14][C:9](=[O:10])[CH2:8][CH2:7]1. The catalyst class is: 33. (3) Reactant: [CH3:1][S:2](Cl)(=[O:4])=[O:3].[Cl:6][C:7]1[CH:12]=[CH:11][C:10]([C:13]2[CH:14]=[CH:15][C:16]([C:19]#[C:20][C:21]3[CH:26]=[CH:25][C:24]([CH2:27][CH2:28][OH:29])=[CH:23][CH:22]=3)=[N:17][CH:18]=2)=[CH:9][CH:8]=1.N1C=CC=CC=1.C(N(CC)CC)C. Product: [CH3:1][S:2]([O:29][CH2:28][CH2:27][C:24]1[CH:23]=[CH:22][C:21]([C:20]#[C:19][C:16]2[CH:15]=[CH:14][C:13]([C:10]3[CH:11]=[CH:12][C:7]([Cl:6])=[CH:8][CH:9]=3)=[CH:18][N:17]=2)=[CH:26][CH:25]=1)(=[O:4])=[O:3]. The catalyst class is: 2. (4) Reactant: Cl.[Cl:2][C:3]1[CH:4]=[C:5]2[C:10](=[CH:11][C:12]=1[Cl:13])[CH2:9][NH:8][CH2:7][CH2:6]2.C([O-])(O)=O.[Na+]. Product: [Cl:2][C:3]1[CH:4]=[C:5]2[C:10](=[CH:11][C:12]=1[Cl:13])[CH2:9][NH:8][CH2:7][CH2:6]2. The catalyst class is: 232. (5) Reactant: N#N.[NH:3]1[CH2:7][CH2:6][CH2:5][CH2:4]1.O=[C:9]([CH3:21])[CH2:10][CH2:11][CH2:12][NH:13][C:14](=[O:20])[O:15][C:16]([CH3:19])([CH3:18])[CH3:17].[BH-](OC(C)=O)(OC(C)=O)OC(C)=O.[Na+].C([O-])(O)=O.[Na+]. Product: [C:16]([O:15][C:14]([NH:13][CH2:12][CH2:11][CH2:10][CH:9]([N:3]1[CH2:7][CH2:6][CH2:5][CH2:4]1)[CH3:21])=[O:20])([CH3:19])([CH3:18])[CH3:17]. The catalyst class is: 23. (6) Reactant: [C:1]([C:9]1[CH:17]=[CH:16][C:12]([C:13]([OH:15])=[O:14])=[CH:11][CH:10]=1)(=[O:8])[C:2]1[CH:7]=[CH:6][CH:5]=[CH:4][CH:3]=1.[CH2:18]([Sn:22]([CH2:29][CH2:30][CH2:31][CH3:32])([CH2:25][CH2:26][CH2:27][CH3:28])OC)[CH2:19][CH2:20][CH3:21]. Product: [CH2:29]([Sn:22]([CH2:18][CH2:19][CH2:20][CH3:21])([CH2:25][CH2:26][CH2:27][CH3:28])[O:14][C:13](=[O:15])[C:12]1[CH:11]=[CH:10][C:9]([C:1](=[O:8])[C:2]2[CH:3]=[CH:4][CH:5]=[CH:6][CH:7]=2)=[CH:17][CH:16]=1)[CH2:30][CH2:31][CH3:32]. The catalyst class is: 26.